This data is from Forward reaction prediction with 1.9M reactions from USPTO patents (1976-2016). The task is: Predict the product of the given reaction. (1) Given the reactants [C:1]1([C:7]2[CH:20]=[CH:19][C:18]3[C:9](=[CH:10][C:11]4[C:16]([CH:17]=3)=[CH:15][C:14]([C:21]3[CH:26]=[CH:25][CH:24]=[CH:23][CH:22]=3)=[CH:13][CH:12]=4)[CH:8]=2)[CH:6]=[CH:5][CH:4]=[CH:3][CH:2]=1.[Br:27]N1C(=O)CCC1=O.O, predict the reaction product. The product is: [Br:27][C:17]1[C:18]2[C:9]([CH:10]=[C:11]3[C:16]=1[CH:15]=[C:14]([C:21]1[CH:26]=[CH:25][CH:24]=[CH:23][CH:22]=1)[CH:13]=[CH:12]3)=[CH:8][C:7]([C:1]1[CH:6]=[CH:5][CH:4]=[CH:3][CH:2]=1)=[CH:20][CH:19]=2. (2) Given the reactants [NH:1]1[CH2:5][CH2:4][C@@H:3]([C:6]#[N:7])[CH2:2]1.[NH:8]1[CH2:12][CH2:11][CH2:10][CH2:9]1.CC(O[C:18]([NH:20][C@@H:21]([C:25]([OH:27])=O)[CH:22]1[CH2:24][CH2:23]1)=[O:19])(C)C.C([NH:35][C@@H:36]([C:41](O)=O)[C:37]([CH3:40])([CH3:39])C)(OC(C)(C)C)=O.FC(F)(F)CO.[F-].[Cs+].C(#[N:54])C, predict the reaction product. The product is: [C:6]([C@@H:3]1[CH2:4][CH2:5][N:1]([C:25](=[O:27])[C@H:21]([NH:20][C:18]([C:10]2[C:11]3[C:12](=[N:54][CH:41]=[C:36]([CH:37]4[CH2:39][CH2:40]4)[N:35]=3)[NH:8][CH:9]=2)=[O:19])[CH:22]2[CH2:23][CH2:24]2)[CH2:2]1)#[N:7].